This data is from Reaction yield outcomes from USPTO patents with 853,638 reactions. The task is: Predict the reaction yield, written as a fraction of the theoretical maximum amount of product (1.0 means a 100% yield; for example, 0.34 means a 34% yield). (1) The reactants are Br[C:2]1[CH:7]=[CH:6][C:5]([C:8]2[CH2:13][CH2:12][N:11]([C:14]([O:16][C:17]([CH3:20])([CH3:19])[CH3:18])=[O:15])[CH2:10][CH:9]=2)=[C:4]([F:21])[CH:3]=1.[CH3:22][C:23]1([CH3:39])[C:27]([CH3:29])([CH3:28])[O:26][B:25]([B:25]2[O:26][C:27]([CH3:29])([CH3:28])[C:23]([CH3:39])([CH3:22])[O:24]2)[O:24]1.C([O-])(=O)C.[K+]. The catalyst is O1CCOCC1.C1C=CC(P(C2C=CC=CC=2)[C-]2C=CC=C2)=CC=1.C1C=CC(P(C2C=CC=CC=2)[C-]2C=CC=C2)=CC=1.Cl[Pd]Cl.[Fe+2]. The product is [F:21][C:4]1[CH:3]=[C:2]([B:25]2[O:26][C:27]([CH3:29])([CH3:28])[C:23]([CH3:39])([CH3:22])[O:24]2)[CH:7]=[CH:6][C:5]=1[C:8]1[CH2:13][CH2:12][N:11]([C:14]([O:16][C:17]([CH3:20])([CH3:19])[CH3:18])=[O:15])[CH2:10][CH:9]=1. The yield is 0.964. (2) No catalyst specified. The reactants are [CH:1]([N:4]1[C:8]([C:9]2[N:18]=[C:17]3[N:11]([CH2:12][CH2:13][O:14][C:15]4[CH:22]=[C:21](O)[N:20]=[CH:19][C:16]=43)[CH:10]=2)=[N:7][CH:6]=[N:5]1)([CH3:3])[CH3:2].[CH3:24][OH:25].[OH2:26]. The yield is 0.0600. The product is [OH:25][C@@H:24]1[CH2:2][CH2:1][N:4]([C:21]2[N:20]=[CH:19][C:16]3[C:17]4[N:11]([CH:10]=[C:9]([C:8]5[N:4]([CH:1]([CH3:3])[CH3:2])[N:5]=[CH:6][N:7]=5)[N:18]=4)[CH2:12][CH2:13][O:14][C:15]=3[CH:22]=2)[C@@H:8]1[C:9]([NH2:18])=[O:26].